This data is from Forward reaction prediction with 1.9M reactions from USPTO patents (1976-2016). The task is: Predict the product of the given reaction. (1) Given the reactants O.[C:2]1([CH3:19])[CH:7]=[CH:6][C:5]([S:8]([N:11]2[CH2:18][CH2:17][CH2:16][C@H:12]2[C:13]([OH:15])=O)(=[O:10])=[O:9])=[CH:4][CH:3]=1.Cl.C([O:25][C:26](=[O:34])[C@H:27]([CH2:29][CH2:30][C:31](=[O:33])[NH2:32])[NH2:28])(C)(C)C, predict the reaction product. The product is: [C:2]1([CH3:19])[CH:3]=[CH:4][C:5]([S:8]([N:11]2[CH2:18][CH2:17][CH2:16][C@H:12]2[C:13]([NH:28][C@H:27]([C:26]([OH:34])=[O:25])[CH2:29][CH2:30][C:31](=[O:33])[NH2:32])=[O:15])(=[O:9])=[O:10])=[CH:6][CH:7]=1. (2) The product is: [Si:1]([O:18][CH:19]1[CH2:22][N:21]([C:23]2[S:24][CH:25]=[C:26]([C:28]([N:37]3[CH2:38][CH2:39][N:34]([CH3:33])[CH2:35][CH2:36]3)=[O:29])[N:27]=2)[CH2:20]1)([C:14]([CH3:15])([CH3:17])[CH3:16])([C:8]1[CH:13]=[CH:12][CH:11]=[CH:10][CH:9]=1)[C:2]1[CH:7]=[CH:6][CH:5]=[CH:4][CH:3]=1. Given the reactants [Si:1]([O:18][CH:19]1[CH2:22][N:21]([C:23]2[S:24][CH:25]=[C:26]([C:28](OCC)=[O:29])[N:27]=2)[CH2:20]1)([C:14]([CH3:17])([CH3:16])[CH3:15])([C:8]1[CH:13]=[CH:12][CH:11]=[CH:10][CH:9]=1)[C:2]1[CH:7]=[CH:6][CH:5]=[CH:4][CH:3]=1.[CH3:33][N:34]1[CH2:39][CH2:38][NH:37][CH2:36][CH2:35]1.C[Al](C)C.C(O)(=O)C.C(OCC)(=O)C, predict the reaction product. (3) Given the reactants [C:1]([C:3]1[CH:4]=[C:5]([CH:10]=[CH:11][C:12]=1[OH:13])[C:6]([O:8][CH3:9])=[O:7])#[N:2].C(N([CH2:19][CH3:20])CC)C.[C]=O.[CH3:23]CO, predict the reaction product. The product is: [C:1]([C:3]1[CH:4]=[C:5]([CH:10]=[CH:11][C:12]=1[O:13][CH:19]([CH3:20])[CH3:23])[C:6]([O:8][CH3:9])=[O:7])#[N:2]. (4) Given the reactants [CH3:1][N:2]1[C:10]2[C@@:9]3([CH3:14])[C:11]([CH3:13])([CH3:12])[C@H:6]([CH2:7][CH2:8]3)[C:5]=2[C:4](=[O:15])[NH:3]1.[F:16][C:17]1[CH:24]=[CH:23][C:20]([CH2:21]Br)=[C:19]([C:25]([F:28])([F:27])[F:26])[CH:18]=1, predict the reaction product. The product is: [F:16][C:17]1[CH:24]=[CH:23][C:20]([CH2:21][N:3]2[C:4](=[O:15])[C:5]3[C@@H:6]4[C:11]([CH3:12])([CH3:13])[C@@:9]([CH3:14])([CH2:8][CH2:7]4)[C:10]=3[N:2]2[CH3:1])=[C:19]([C:25]([F:26])([F:27])[F:28])[CH:18]=1. (5) Given the reactants [N:1]([C:4]1[CH:5]=[CH:6][C:7]([CH3:28])=[C:8]([C:10]([C:12]2[CH:17]=[CH:16][C:15]([NH:18][C:19]3[CH:24]=[CH:23][C:22]([F:25])=[CH:21][C:20]=3[F:26])=[CH:14][C:13]=2[Cl:27])=[O:11])[CH:9]=1)=[N+:2]=[N-:3].[CH2:29]([NH:32][C:33]([NH2:35])=[O:34])[C:30]#[CH:31], predict the reaction product. The product is: [Cl:27][C:13]1[CH:14]=[C:15]([NH:18][C:19]2[CH:24]=[CH:23][C:22]([F:25])=[CH:21][C:20]=2[F:26])[CH:16]=[CH:17][C:12]=1[C:10]([C:8]1[CH:9]=[C:4]([N:1]2[CH:31]=[C:30]([CH2:29][NH:32][C:33]([NH2:35])=[O:34])[N:3]=[N:2]2)[CH:5]=[CH:6][C:7]=1[CH3:28])=[O:11]. (6) Given the reactants ClC[C:3](=O)[C:4]([OH:6])=[O:5].[CH3:8][O:9][C:10]1[CH:11]=[C:12]2[C:16](=[CH:17][CH:18]=1)[NH:15][C:14](=O)[C:13]2=[O:20].[OH-].[K+].S([O-])(O)=O.[Na+].Cl, predict the reaction product. The product is: [OH:20][C:13]1[CH:14]=[N:15][C:16]2[C:12]([C:3]=1[C:4]([OH:6])=[O:5])=[CH:11][C:10]([O:9][CH3:8])=[CH:18][CH:17]=2. (7) Given the reactants [CH2:1]1[CH:5]2[CH:6]3[CH2:10][CH:9]=[CH:8][CH:7]3[CH:3]([CH2:4]2)[CH2:2]1.[CH:11]1[CH2:15][CH2:14][CH2:13][CH:12]=1.[CH2:16]([Al](CC(C)C)CC(C)C)[CH:17](C)C.C=C, predict the reaction product. The product is: [CH2:2]1[CH:3]2[CH:7]3[CH2:8][CH:9]=[CH:10][CH:6]3[CH:5]([CH2:4]2)[CH2:1]1.[CH:11]1[CH2:15][CH2:14][CH2:13][CH:12]=1.[CH2:16]=[CH2:17].